Dataset: Reaction yield outcomes from USPTO patents with 853,638 reactions. Task: Predict the reaction yield, written as a fraction of the theoretical maximum amount of product (1.0 means a 100% yield; for example, 0.34 means a 34% yield). (1) The reactants are [Cl:1][C:2]1[CH:7]=[CH:6][C:5]([C@@H:8]2[CH2:12][NH:11][C:10](=[O:13])[CH2:9]2)=[CH:4][C:3]=1[N+:14]([O-])=O. The catalyst is [Fe].C(O)(=O)C. The product is [NH2:14][C:3]1[CH:4]=[C:5]([C@@H:8]2[CH2:12][NH:11][C:10](=[O:13])[CH2:9]2)[CH:6]=[CH:7][C:2]=1[Cl:1]. The yield is 0.900. (2) The yield is 0.840. The reactants are [CH3:1][N:2]([C:10]1[CH:15]=[CH:14][C:13]([C:16]([OH:25])([C:21]([F:24])([F:23])[F:22])[C:17]([F:20])([F:19])[F:18])=[CH:12][CH:11]=1)[C@H:3]([C:5](OCC)=[O:6])[CH3:4].CN(C1C=CC(C(O)(C(F)(F)F)C(F)(F)F)=CC=1)CC(OCC)=O. The product is [CH3:1][N:2]([C:10]1[CH:15]=[CH:14][C:13]([C:16]([OH:25])([C:17]([F:20])([F:18])[F:19])[C:21]([F:23])([F:24])[F:22])=[CH:12][CH:11]=1)[CH:3]([CH3:4])[CH2:5][OH:6]. No catalyst specified. (3) The reactants are [Cl:1][C:2]1[CH:3]=[C:4]([F:18])[C:5]([O:9][C:10]2[CH:15]=[CH:14][C:13]([CH:16]=[CH2:17])=[CH:12][CH:11]=2)=[C:6]([F:8])[CH:7]=1.B1C2CCCC1CCC2.[OH-:28].[Na+].OO. The catalyst is C1COCC1. The product is [Cl:1][C:2]1[CH:3]=[C:4]([F:18])[C:5]([O:9][C:10]2[CH:11]=[CH:12][C:13]([CH2:16][CH2:17][OH:28])=[CH:14][CH:15]=2)=[C:6]([F:8])[CH:7]=1. The yield is 0.576. (4) The reactants are [CH2:1]([O:3][C:4]([C@H:6]1[CH2:11][CH2:10][N:9]([C:12]([O:14][C:15]([CH3:18])([CH3:17])[CH3:16])=[O:13])[CH2:8][C@H:7]1[C:19]1[CH:24]=[CH:23][CH:22]=[CH:21][CH:20]=1)=[O:5])[CH3:2].CC[O-].[Na+]. The catalyst is C(O)C. The product is [CH2:1]([O:3][C:4]([C@@H:6]1[CH2:11][CH2:10][N:9]([C:12]([O:14][C:15]([CH3:18])([CH3:16])[CH3:17])=[O:13])[CH2:8][C@H:7]1[C:19]1[CH:20]=[CH:21][CH:22]=[CH:23][CH:24]=1)=[O:5])[CH3:2]. The yield is 1.00. (5) The reactants are [CH2:1]([O:8][C:9]1[CH:10]=[CH:11][C:12]([OH:17])=[C:13]([CH:16]=1)[CH:14]=[O:15])[C:2]1[CH:7]=[CH:6][CH:5]=[CH:4][CH:3]=1.Br[C:19]([CH3:26])([CH3:25])[C:20]([O:22][CH2:23][CH3:24])=[O:21].C(=O)([O-])[O-].[Cs+].[Cs+]. The catalyst is CN(C=O)C. The product is [CH2:23]([O:22][C:20](=[O:21])[C:19]([O:17][C:12]1[CH:11]=[CH:10][C:9]([O:8][CH2:1][C:2]2[CH:3]=[CH:4][CH:5]=[CH:6][CH:7]=2)=[CH:16][C:13]=1[CH:14]=[O:15])([CH3:26])[CH3:25])[CH3:24]. The yield is 0.890. (6) The reactants are [NH:1]1[C:5]2=[N:6][C:7]([C:10]#[N:11])=[CH:8][CH:9]=[C:4]2[CH:3]=[CH:2]1.[CH2:12](Br)[C:13]1[CH:18]=[CH:17][CH:16]=[CH:15][CH:14]=1. No catalyst specified. The product is [CH2:12]([N:1]1[C:5]2=[N:6][C:7]([C:10]#[N:11])=[CH:8][CH:9]=[C:4]2[CH:3]=[CH:2]1)[C:13]1[CH:18]=[CH:17][CH:16]=[CH:15][CH:14]=1. The yield is 0.970. (7) The reactants are [CH2:1]([O:8][C:9]1[CH:18]=[C:17]2[C:12]([CH:13]=[CH:14][N:15]=[C:16]2[OH:19])=[CH:11][N:10]=1)[C:2]1[CH:7]=[CH:6][CH:5]=[CH:4][CH:3]=1.CCN(CC)CC.[F:27][C:28]([F:41])([F:40])[S:29](O[S:29]([C:28]([F:41])([F:40])[F:27])(=[O:31])=[O:30])(=[O:31])=[O:30]. The catalyst is C(Cl)Cl. The product is [F:27][C:28]([F:41])([F:40])[S:29]([O:19][C:16]1[C:17]2[C:12](=[CH:11][N:10]=[C:9]([O:8][CH2:1][C:2]3[CH:3]=[CH:4][CH:5]=[CH:6][CH:7]=3)[CH:18]=2)[CH:13]=[CH:14][N:15]=1)(=[O:31])=[O:30]. The yield is 0.580. (8) The reactants are [N:1]1([CH2:7][CH2:8][OH:9])[CH2:6][CH2:5][NH:4][CH2:3][CH2:2]1.N1C=CC=CC=1.[C:16]([Si:20](Cl)([C:27]1[CH:32]=[CH:31][CH:30]=[CH:29][CH:28]=1)[C:21]1[CH:26]=[CH:25][CH:24]=[CH:23][CH:22]=1)([CH3:19])([CH3:18])[CH3:17]. The catalyst is C(Cl)Cl.CN(C1C=CN=CC=1)C. The product is [Si:20]([O:9][CH2:8][CH2:7][N:1]1[CH2:6][CH2:5][NH:4][CH2:3][CH2:2]1)([C:16]([CH3:19])([CH3:18])[CH3:17])([C:27]1[CH:28]=[CH:29][CH:30]=[CH:31][CH:32]=1)[C:21]1[CH:26]=[CH:25][CH:24]=[CH:23][CH:22]=1. The yield is 0.960. (9) The reactants are [CH3:1]C(C)([O-])C.[K+].[S:7]1[CH:11]=[CH:10][N:9]=[C:8]1[C:12]1[NH:13][CH:14]=[C:15]([CH:17]=[O:18])[N:16]=1.C1[O:36][CH2:35][CH2:34]OCCOCCOCCOCCOC1.CI. The catalyst is CN(C=O)C.C1COCC1. The product is [CH3:1][N:13]1[CH:14]=[C:15]([CH:17]=[O:18])[N:16]=[C:12]1[C:8]1[S:7][CH:11]=[CH:10][N:9]=1.[CH3:14][N:13]1[C:34]([CH:35]=[O:36])=[CH:15][N:16]=[C:12]1[C:8]1[S:7][CH:11]=[CH:10][N:9]=1. The yield is 0.530. (10) The reactants are [F:1][C:2]1[CH:3]=[CH:4][C:5]([NH:8][NH2:9])=[N:6][CH:7]=1.[C:10]([N:17]1[CH2:22][CH2:21][CH2:20][C@H:19]([C:23](O)=[O:24])[CH2:18]1)([O:12][C:13]([CH3:16])([CH3:15])[CH3:14])=[O:11].C1C=CC2N(O)N=NC=2C=1.C(Cl)CCl. The catalyst is C(Cl)Cl.CO.O. The product is [C:13]([O:12][C:10]([N:17]1[CH2:22][CH2:21][CH2:20][C@H:19]([C:23]([NH:9][NH:8][C:5]2[CH:4]=[CH:3][C:2]([F:1])=[CH:7][N:6]=2)=[O:24])[CH2:18]1)=[O:11])([CH3:16])([CH3:15])[CH3:14]. The yield is 0.950.